From a dataset of Full USPTO retrosynthesis dataset with 1.9M reactions from patents (1976-2016). Predict the reactants needed to synthesize the given product. (1) Given the product [CH:6]([C@H:9]1[C:14]([O:15][CH3:16])=[N:13][C@H:12]([CH2:24][CH2:23][CH2:22][CH:21]=[CH2:20])[C:11]([O:17][CH3:18])=[N:10]1)([CH3:8])[CH3:7], predict the reactants needed to synthesize it. The reactants are: C([Li])CCC.[CH:6]([C@H:9]1[C:14]([O:15][CH3:16])=[N:13][CH2:12][C:11]([O:17][CH3:18])=[N:10]1)([CH3:8])[CH3:7].I[CH2:20][CH2:21][CH2:22][CH:23]=[CH2:24]. (2) Given the product [C:11]1([CH3:16])[CH:12]=[CH:13][CH:14]=[CH:15][C:10]=1[C:9]1[CH:8]=[CH:7][N:6]=[CH:5][C:4]=1[NH2:1], predict the reactants needed to synthesize it. The reactants are: [N+:1]([C:4]1[CH:5]=[N:6][CH:7]=[CH:8][C:9]=1[C:10]1[CH:15]=[CH:14][CH:13]=[CH:12][C:11]=1[CH3:16])([O-])=O.CO. (3) Given the product [NH2:8][CH2:9][CH2:10][CH2:11][C@H:12]([NH:16][C:17]([C:19]1[C:20](=[O:33])[N:21]([CH2:25][C:26]2[CH:31]=[CH:30][CH:29]=[C:28]([Cl:32])[CH:27]=2)[CH:22]=[CH:23][CH:24]=1)=[O:18])[C:13]([OH:15])=[O:14].[C:34]([OH:40])([C:36]([F:39])([F:38])[F:37])=[O:35], predict the reactants needed to synthesize it. The reactants are: C(OC([NH:8][CH2:9][CH2:10][CH2:11][C@H:12]([NH:16][C:17]([C:19]1[C:20](=[O:33])[N:21]([CH2:25][C:26]2[CH:31]=[CH:30][CH:29]=[C:28]([Cl:32])[CH:27]=2)[CH:22]=[CH:23][CH:24]=1)=[O:18])[C:13]([OH:15])=[O:14])=O)(C)(C)C.[C:34]([OH:40])([C:36]([F:39])([F:38])[F:37])=[O:35]. (4) Given the product [CH2:15]([NH:14][C:13]([N:11]1[C:12]2[C:8](=[CH:7][CH:6]=[C:5]([O:18][C:19](=[O:21])[CH3:20])[C:4]=2[CH2:1][CH:2]2[CH2:3][O:30]2)[CH:9]=[N:10]1)=[O:17])[CH3:16], predict the reactants needed to synthesize it. The reactants are: [CH2:1]([C:4]1[C:5]([O:18][C:19](=[O:21])[CH3:20])=[CH:6][CH:7]=[C:8]2[C:12]=1[N:11]([C:13](=[O:17])[NH:14][CH2:15][CH3:16])[N:10]=[CH:9]2)[CH:2]=[CH2:3].ClC1C=CC=C(C(OO)=[O:30])C=1. (5) Given the product [NH2:1][C:4]1[CH:13]=[CH:12][CH:11]=[C:10]2[C:5]=1[CH:6]=[CH:7][CH:8]=[C:9]2[C:14]([O:16][CH2:17][CH3:18])=[O:15], predict the reactants needed to synthesize it. The reactants are: [N+:1]([C:4]1[CH:13]=[CH:12][CH:11]=[C:10]2[C:5]=1[CH:6]=[CH:7][CH:8]=[C:9]2[C:14]([O:16][CH2:17][CH3:18])=[O:15])([O-])=O.O1CCCC1. (6) Given the product [F:15][C:16]1[CH:24]=[C:23]2[C:19]([CH:20]=[N:21][N:22]2[CH3:25])=[C:18]([NH:26][C:9]([NH:8][CH2:7][C:6]2[CH:11]=[CH:12][C:3]([C:2]([F:13])([F:14])[F:1])=[CH:4][CH:5]=2)=[O:10])[CH:17]=1, predict the reactants needed to synthesize it. The reactants are: [F:1][C:2]([F:14])([F:13])[C:3]1[CH:12]=[CH:11][C:6]([CH2:7][N:8]=[C:9]=[O:10])=[CH:5][CH:4]=1.[F:15][C:16]1[CH:17]=[C:18]([NH2:26])[C:19]2[CH:20]=[N:21][N:22]([CH3:25])[C:23]=2[CH:24]=1. (7) Given the product [CH2:40]([O:42][C:43](=[O:64])[C@H:44]([OH:63])[CH2:45][N:46]([CH2:48][C:49]1[CH:50]=[CH:51][C:52]([C:55]2[CH:60]=[C:59]([Cl:61])[CH:58]=[CH:57][C:56]=2[F:62])=[CH:53][CH:54]=1)[NH:47][C:7]([C:4]1[S:3][C:2]([OH:1])=[N:6][CH:5]=1)=[O:9])[CH3:41], predict the reactants needed to synthesize it. The reactants are: [OH:1][C:2]1[S:3][C:4]([C:7]([OH:9])=O)=[CH:5][N:6]=1.CN(C(ON1N=NC2C=CC=NC1=2)=[N+](C)C)C.F[P-](F)(F)(F)(F)F.CC(N(C)C)=O.[CH2:40]([O:42][C:43](=[O:64])[C@H:44]([OH:63])[CH2:45][N:46]([CH2:48][C:49]1[CH:54]=[CH:53][C:52]([C:55]2[CH:60]=[C:59]([Cl:61])[CH:58]=[CH:57][C:56]=2[F:62])=[CH:51][CH:50]=1)[NH2:47])[CH3:41].CCN(C(C)C)C(C)C.